From a dataset of NCI-60 drug combinations with 297,098 pairs across 59 cell lines. Regression. Given two drug SMILES strings and cell line genomic features, predict the synergy score measuring deviation from expected non-interaction effect. (1) Drug 1: CCCCC(=O)OCC(=O)C1(CC(C2=C(C1)C(=C3C(=C2O)C(=O)C4=C(C3=O)C=CC=C4OC)O)OC5CC(C(C(O5)C)O)NC(=O)C(F)(F)F)O. Drug 2: C(CN)CNCCSP(=O)(O)O. Cell line: EKVX. Synergy scores: CSS=23.6, Synergy_ZIP=-2.77, Synergy_Bliss=4.17, Synergy_Loewe=-10.9, Synergy_HSA=3.77. (2) Cell line: SNB-75. Drug 2: CC1=C(N=C(N=C1N)C(CC(=O)N)NCC(C(=O)N)N)C(=O)NC(C(C2=CN=CN2)OC3C(C(C(C(O3)CO)O)O)OC4C(C(C(C(O4)CO)O)OC(=O)N)O)C(=O)NC(C)C(C(C)C(=O)NC(C(C)O)C(=O)NCCC5=NC(=CS5)C6=NC(=CS6)C(=O)NCCC[S+](C)C)O. Synergy scores: CSS=41.1, Synergy_ZIP=-11.2, Synergy_Bliss=-4.02, Synergy_Loewe=-0.816, Synergy_HSA=0.784. Drug 1: C1CN1C2=NC(=NC(=N2)N3CC3)N4CC4. (3) Drug 1: CNC(=O)C1=CC=CC=C1SC2=CC3=C(C=C2)C(=NN3)C=CC4=CC=CC=N4. Drug 2: CC12CCC(CC1=CCC3C2CCC4(C3CC=C4C5=CN=CC=C5)C)O. Cell line: SK-MEL-5. Synergy scores: CSS=-4.92, Synergy_ZIP=3.67, Synergy_Bliss=2.43, Synergy_Loewe=-5.08, Synergy_HSA=-4.32. (4) Drug 1: C1=CC=C(C=C1)NC(=O)CCCCCCC(=O)NO. Drug 2: C1=NNC2=C1C(=O)NC=N2. Cell line: A549. Synergy scores: CSS=19.0, Synergy_ZIP=-6.63, Synergy_Bliss=-1.19, Synergy_Loewe=-17.8, Synergy_HSA=-1.68.